From a dataset of Forward reaction prediction with 1.9M reactions from USPTO patents (1976-2016). Predict the product of the given reaction. (1) Given the reactants [H-].[Na+].[C:3]1([OH:9])[CH:8]=[CH:7][CH:6]=[CH:5][CH:4]=1.[CH2:10]([O:12][C:13](=[O:22])[C:14]1[C:19](Cl)=[CH:18][C:17]([Cl:21])=[N:16][CH:15]=1)[CH3:11], predict the reaction product. The product is: [CH2:10]([O:12][C:13](=[O:22])[C:14]1[C:19]([O:9][C:3]2[CH:8]=[CH:7][CH:6]=[CH:5][CH:4]=2)=[CH:18][C:17]([Cl:21])=[N:16][CH:15]=1)[CH3:11]. (2) Given the reactants [C:1]([C:3]1([NH:6][C:7]([C@@H:9]2[CH2:13][C@@H:12]([S:14][C:15]3[CH:20]=[CH:19][CH:18]=[CH:17][C:16]=3[O:21][C:22]([F:25])([F:24])[F:23])[CH2:11][N:10]2C(OC(C)(C)C)=O)=[O:8])[CH2:5][CH2:4]1)#[N:2], predict the reaction product. The product is: [C:1]([C:3]1([NH:6][C:7]([C@@H:9]2[CH2:13][C@@H:12]([S:14][C:15]3[CH:20]=[CH:19][CH:18]=[CH:17][C:16]=3[O:21][C:22]([F:25])([F:23])[F:24])[CH2:11][NH:10]2)=[O:8])[CH2:4][CH2:5]1)#[N:2].